From a dataset of Full USPTO retrosynthesis dataset with 1.9M reactions from patents (1976-2016). Predict the reactants needed to synthesize the given product. Given the product [C:24]1([CH2:23][N:30]([CH2:31][C:32]2[CH:33]=[CH:34][CH:35]=[CH:36][CH:37]=2)[CH2:2][C:3]([C:5]2[CH:10]=[CH:9][CH:8]=[C:7]([O:11][CH2:12][CH2:13][CH2:14][O:15][CH2:16][C:17]3[CH:22]=[CH:21][CH:20]=[CH:19][CH:18]=3)[CH:6]=2)=[O:4])[CH:25]=[CH:26][CH:27]=[CH:28][CH:29]=1, predict the reactants needed to synthesize it. The reactants are: Br[CH2:2][C:3]([C:5]1[CH:10]=[CH:9][CH:8]=[C:7]([O:11][CH2:12][CH2:13][CH2:14][O:15][CH2:16][C:17]2[CH:22]=[CH:21][CH:20]=[CH:19][CH:18]=2)[CH:6]=1)=[O:4].[CH2:23]([NH:30][CH2:31][C:32]1[CH:37]=[CH:36][CH:35]=[CH:34][CH:33]=1)[C:24]1[CH:29]=[CH:28][CH:27]=[CH:26][CH:25]=1.ClCCl.C(=O)([O-])[O-].[Na+].[Na+].